Predict the reaction yield, written as a fraction of the theoretical maximum amount of product (1.0 means a 100% yield; for example, 0.34 means a 34% yield). From a dataset of Reaction yield outcomes from USPTO patents with 853,638 reactions. The reactants are [NH2:1][C:2]1[N:7]=[C:6]([C:8]2[CH:13]=[CH:12][C:11]([OH:14])=[CH:10][C:9]=2[O:15][CH3:16])[CH:5]=[CH:4][CH:3]=1.C(=O)([O-])[O-].[Cs+].[Cs+].[CH2:23](Cl)[CH:24]=[CH2:25]. The catalyst is CC(C)=O. The product is [CH2:25]([O:14][C:11]1[CH:12]=[CH:13][C:8]([C:6]2[N:7]=[C:2]([NH2:1])[CH:3]=[CH:4][CH:5]=2)=[C:9]([O:15][CH3:16])[CH:10]=1)[CH:24]=[CH2:23]. The yield is 0.910.